This data is from Reaction yield outcomes from USPTO patents with 853,638 reactions. The task is: Predict the reaction yield, written as a fraction of the theoretical maximum amount of product (1.0 means a 100% yield; for example, 0.34 means a 34% yield). (1) The reactants are [NH:1]1[CH2:6][CH2:5][C:4]2([C:15]3[N:16]=[CH:17][NH:18][C:14]=3[C:13]3[CH:12]=[CH:11][CH:10]=[CH:9][C:8]=3[O:7]2)[CH2:3][CH2:2]1.[CH:19]([O:22][C:23]1[CH:31]=[CH:30][C:26]([C:27](O)=[O:28])=[CH:25][C:24]=1[CH3:32])([CH3:21])[CH3:20].C(N(CC)CC)C.CCN=C=NCCCN(C)C. The catalyst is ClCCl. The product is [CH:19]([O:22][C:23]1[CH:31]=[CH:30][C:26]([C:27]([N:1]2[CH2:6][CH2:5][C:4]3([C:15]4[N:16]=[CH:17][NH:18][C:14]=4[C:13]4[CH:12]=[CH:11][CH:10]=[CH:9][C:8]=4[O:7]3)[CH2:3][CH2:2]2)=[O:28])=[CH:25][C:24]=1[CH3:32])([CH3:21])[CH3:20]. The yield is 0.120. (2) The reactants are [C:1]1([CH2:7][CH2:8][CH2:9][CH2:10][CH2:11][CH2:12][C:13]([C:15]2[O:16][C:17]([C:20]3[N:25]=[C:24]([C:26]([O:28]C)=[O:27])[CH:23]=[CH:22][CH:21]=3)=[CH:18][N:19]=2)=[O:14])[CH:6]=[CH:5][CH:4]=[CH:3][CH:2]=1. The catalyst is CC(O)=O.CCOC(C)=O. The product is [C:1]1([CH2:7][CH2:8][CH2:9][CH2:10][CH2:11][CH2:12][C:13]([C:15]2[O:16][C:17]([C:20]3[N:25]=[C:24]([C:26]([OH:28])=[O:27])[CH:23]=[CH:22][CH:21]=3)=[CH:18][N:19]=2)=[O:14])[CH:6]=[CH:5][CH:4]=[CH:3][CH:2]=1. The yield is 0.570. (3) The reactants are [CH2:1]1[CH2:6][C@H:5]([C:7]([OH:9])=[O:8])[CH2:4][CH2:3][C@H:2]1[CH2:10][NH2:11].[CH3:12][CH:13]([CH3:39])[CH2:14][C:15]1[CH:20]=[CH:19][C:18]([CH:21]([CH3:38])[C:22]([O:24][CH:25](OC(ON2C(=O)CCC2=O)=O)[CH3:26])=[O:23])=[CH:17][CH:16]=1.CC([O:44][CH3:45])(C)C.CC(C)=[O:48].O. No catalyst specified. The product is [CH3:39][CH:13]([CH3:12])[CH2:14][C:15]1[CH:16]=[CH:17][C:18]([CH:21]([CH3:38])[C:22]([O:24][CH2:25][CH2:26][O:48][C:45]([NH:11][CH2:10][C@H:2]2[CH2:3][CH2:4][C@H:5]([C:7]([OH:9])=[O:8])[CH2:6][CH2:1]2)=[O:44])=[O:23])=[CH:19][CH:20]=1. The yield is 0.470. (4) The reactants are [CH3:1][C:2]1[CH:3]=[C:4]([C:9]2[N:13]([CH3:14])[N:12]=[C:11]([C:15](=O)[CH3:16])[C:10]=2[OH:18])[CH:5]=[C:6]([CH3:8])[CH:7]=1.[NH:19]([C:21]([NH:23][C:24]1[CH:32]=[CH:31][C:27]([C:28]([OH:30])=[O:29])=[CH:26][CH:25]=1)=[S:22])[NH2:20].CN(C)C=O. The catalyst is Cl.O. The yield is 0.650. The product is [CH3:1][C:2]1[CH:3]=[C:4]([C:9]2[N:13]([CH3:14])[N:12]=[C:11]([C:15](=[N:20][NH:19][C:21]([NH:23][C:24]3[CH:32]=[CH:31][C:27]([C:28]([OH:30])=[O:29])=[CH:26][CH:25]=3)=[S:22])[CH3:16])[C:10]=2[OH:18])[CH:5]=[C:6]([CH3:8])[CH:7]=1.